Dataset: Forward reaction prediction with 1.9M reactions from USPTO patents (1976-2016). Task: Predict the product of the given reaction. (1) Given the reactants [NH:1]1[CH2:5][CH2:4][C@H:3]([NH:6][C:7](=[O:13])[O:8][C:9]([CH3:12])([CH3:11])[CH3:10])[CH2:2]1.Cl[C:15]([O:17][CH2:18][C:19]1[CH:24]=[CH:23][CH:22]=[CH:21][CH:20]=1)=[O:16], predict the reaction product. The product is: [C:9]([O:8][C:7]([NH:6][C@@H:3]1[CH2:4][CH2:5][N:1]([C:15]([O:17][CH2:18][C:19]2[CH:24]=[CH:23][CH:22]=[CH:21][CH:20]=2)=[O:16])[CH2:2]1)=[O:13])([CH3:10])([CH3:12])[CH3:11]. (2) Given the reactants COC(OC)C1C=CC(C([NH:10][N:11]([C:19](=[O:28])[C:20]2[CH:25]=[C:24]([CH3:26])[CH:23]=[C:22]([CH3:27])[CH:21]=2)[C@H:12]([CH2:17][CH3:18])[C:13]([CH3:16])([CH3:15])[CH3:14])=O)=CC=1B1OC(C)(C)C(C)(C)O1.[Br:42][CH:43]([Br:62])[C:44]1[CH:45]=[C:46]([CH:50]=[CH:51][C:52]=1[B:53]1[O:57][C:56]([CH3:59])([CH3:58])[C:55]([CH3:61])([CH3:60])[O:54]1)[C:47](Cl)=[O:48].CC(C)([C@H](N(C(=O)C1C=C(C)C=C(C)C=1)N)CC)C, predict the reaction product. The product is: [Br:42][CH:43]([Br:62])[C:44]1[CH:45]=[C:46]([CH:50]=[CH:51][C:52]=1[B:53]1[O:57][C:56]([CH3:59])([CH3:58])[C:55]([CH3:61])([CH3:60])[O:54]1)[C:47]([NH:10][N:11]([C:19](=[O:28])[C:20]1[CH:25]=[C:24]([CH3:26])[CH:23]=[C:22]([CH3:27])[CH:21]=1)[C@H:12]([CH2:17][CH3:18])[C:13]([CH3:15])([CH3:14])[CH3:16])=[O:48]. (3) Given the reactants Cl.Cl.[NH2:3][C@@H:4]1[C:18](=[O:19])[N:17]2[CH2:20][C@H:21]([O:23][C:24]3[C:33]4[C:28](=[C:29]([CH3:36])[C:30]([O:34][CH3:35])=[CH:31][CH:32]=4)[N:27]=[C:26]([C:37]4[S:38][CH:39]=[C:40]([CH:42]([CH3:44])[CH3:43])[N:41]=4)[CH:25]=3)[CH2:22][C@H:16]2[C:15](=[O:45])[NH:14][C@:13]2([C:47]([NH:49][S:50]([CH:53]3[CH2:55][CH2:54]3)(=[O:52])=[O:51])=[O:48])[CH2:46][C@H:12]2[CH:11]=[CH:10][CH2:9][CH2:8][CH2:7][CH2:6][CH2:5]1.C(N(CC)C(C)C)(C)C.Cl[C:66](Cl)([O:68]C(=O)OC(Cl)(Cl)Cl)Cl.[NH:77]1[CH2:82][CH2:81][CH:80]([OH:83])[CH2:79][CH2:78]1, predict the reaction product. The product is: [CH:53]1([S:50]([NH:49][C:47]([C@@:13]23[CH2:46][C@H:12]2[CH:11]=[CH:10][CH2:9][CH2:8][CH2:7][CH2:6][CH2:5][C@H:4]([NH:3][C:66]([N:77]2[CH2:82][CH2:81][CH:80]([OH:83])[CH2:79][CH2:78]2)=[O:68])[C:18](=[O:19])[N:17]2[CH2:20][C@H:21]([O:23][C:24]4[C:33]5[C:28](=[C:29]([CH3:36])[C:30]([O:34][CH3:35])=[CH:31][CH:32]=5)[N:27]=[C:26]([C:37]5[S:38][CH:39]=[C:40]([CH:42]([CH3:43])[CH3:44])[N:41]=5)[CH:25]=4)[CH2:22][C@H:16]2[C:15](=[O:45])[NH:14]3)=[O:48])(=[O:51])=[O:52])[CH2:54][CH2:55]1.